From a dataset of Catalyst prediction with 721,799 reactions and 888 catalyst types from USPTO. Predict which catalyst facilitates the given reaction. (1) Reactant: [F:1][C:2]1[CH:10]=[CH:9][CH:8]=[C:7]2[C:3]=1[CH:4]=[C:5]([C:11]1[N:16]=[C:15]([C:17]3[C:18]([N:37]([CH3:42])[S:38]([CH3:41])(=[O:40])=[O:39])=[CH:19][C:20]4[O:24][C:23]([C:25]5[CH:30]=[CH:29][C:28]([F:31])=[CH:27][CH:26]=5)=[C:22]([C:32]([NH:34][CH3:35])=[O:33])[C:21]=4[CH:36]=3)[CH:14]=[CH:13][C:12]=1[CH2:43][CH2:44][CH2:45]O)[NH:6]2.C1(P(C2C=CC=CC=2)C2C=CC=CC=2)C=CC=CC=1.N(C(OC(C)C)=O)=NC(OC(C)C)=O. Product: [F:1][C:2]1[C:3]2[CH:4]=[C:5]3[C:11]4[N:16]=[C:15]([C:17]5[C:18]([N:37]([CH3:42])[S:38]([CH3:41])(=[O:39])=[O:40])=[CH:19][C:20]6[O:24][C:23]([C:25]7[CH:30]=[CH:29][C:28]([F:31])=[CH:27][CH:26]=7)=[C:22]([C:32]([NH:34][CH3:35])=[O:33])[C:21]=6[CH:36]=5)[CH:14]=[CH:13][C:12]=4[CH2:43][CH2:44][CH2:45][N:6]3[C:7]=2[CH:8]=[CH:9][CH:10]=1. The catalyst class is: 1. (2) Reactant: [F:1][C:2]([F:31])([F:30])[CH2:3][NH:4][C:5]([C@H:7]1[CH2:12][N:11]([C:13]([O:15][C:16]([CH3:19])([CH3:18])[CH3:17])=[O:14])[CH2:10][CH2:9][N:8]1C(OCC1C=CC=CC=1)=O)=[O:6]. Product: [F:31][C:2]([F:1])([F:30])[CH2:3][NH:4][C:5]([C@@H:7]1[NH:8][CH2:9][CH2:10][N:11]([C:13]([O:15][C:16]([CH3:17])([CH3:19])[CH3:18])=[O:14])[CH2:12]1)=[O:6]. The catalyst class is: 5. (3) The catalyst class is: 228. Product: [Cl:1][C:2]1[N:7]=[C:6]([N:24]([CH3:25])[CH3:23])[C:5]([C:9]2[CH:14]=[CH:13][C:12]([Cl:15])=[CH:11][CH:10]=2)=[C:4]([C:16]2[CH:21]=[CH:20][C:19]([Cl:22])=[CH:18][CH:17]=2)[N:3]=1. Reactant: [Cl:1][C:2]1[N:7]=[C:6](Cl)[C:5]([C:9]2[CH:14]=[CH:13][C:12]([Cl:15])=[CH:11][CH:10]=2)=[C:4]([C:16]2[CH:21]=[CH:20][C:19]([Cl:22])=[CH:18][CH:17]=2)[N:3]=1.[CH3:23][NH:24][CH3:25]. (4) Reactant: [NH2:1][C:2]1[CH:6]=[C:5]([C:7]2[CH:12]=[CH:11][C:10]([F:13])=[CH:9][CH:8]=2)[S:4][C:3]=1[C:14]([OH:16])=[O:15].[Cl:17][C:18]1[CH:23]=[CH:22][CH:21]=[C:20]([Cl:24])[C:19]=1[N:25]=[C:26]=[O:27].C(N(CC)CC)C.C([O-])([O-])=O.[Na+].[Na+]. The catalyst class is: 173. Product: [Cl:17][C:18]1[CH:23]=[CH:22][CH:21]=[C:20]([Cl:24])[C:19]=1[NH:25][C:26]([NH:1][C:2]1[CH:6]=[C:5]([C:7]2[CH:8]=[CH:9][C:10]([F:13])=[CH:11][CH:12]=2)[S:4][C:3]=1[C:14]([OH:16])=[O:15])=[O:27]. (5) Reactant: [Cl:1][C:2]1[N:7]=[C:6]2[NH:8][C:9]([C:11]3[S:12][C:13]4[C:19]([N:20]5[CH2:25][CH2:24][O:23][CH2:22][CH2:21]5)=[CH:18][CH:17]=[C:16]([O:26][CH3:27])[C:14]=4[N:15]=3)=[N:10][C:5]2=[CH:4][CH:3]=1.[H-].[Na+].[CH2:30](Cl)[O:31][CH3:32]. Product: [Cl:1][C:2]1[N:7]=[C:6]2[N:8]([CH2:30][O:31][CH3:32])[C:9]([C:11]3[S:12][C:13]4[C:19]([N:20]5[CH2:25][CH2:24][O:23][CH2:22][CH2:21]5)=[CH:18][CH:17]=[C:16]([O:26][CH3:27])[C:14]=4[N:15]=3)=[N:10][C:5]2=[CH:4][CH:3]=1. The catalyst class is: 589. (6) Reactant: [C:1]([C:5]1[CH:10]=[C:9]([C:11]([OH:14])([CH3:13])[CH3:12])[CH:8]=[CH:7][C:6]=1[N:15]1[CH2:20][CH2:19][N:18]([C:21](=[O:27])[C:22]([O:24]CC)=[O:23])[CH2:17][CH2:16]1)([CH3:4])([CH3:3])[CH3:2].[OH-].[Li+].Cl. Product: [C:1]([C:5]1[CH:10]=[C:9]([C:11]([OH:14])([CH3:13])[CH3:12])[CH:8]=[CH:7][C:6]=1[N:15]1[CH2:16][CH2:17][N:18]([C:21](=[O:27])[C:22]([OH:24])=[O:23])[CH2:19][CH2:20]1)([CH3:2])([CH3:3])[CH3:4]. The catalyst class is: 1.